From a dataset of Peptide-MHC class II binding affinity with 134,281 pairs from IEDB. Regression. Given a peptide amino acid sequence and an MHC pseudo amino acid sequence, predict their binding affinity value. This is MHC class II binding data. (1) The peptide sequence is YDKFIANVSTVLTGK. The MHC is DRB1_0802 with pseudo-sequence DRB1_0802. The binding affinity (normalized) is 0.845. (2) The peptide sequence is AADHAAPEDKYEAFV. The MHC is DRB1_0101 with pseudo-sequence DRB1_0101. The binding affinity (normalized) is 0. (3) The peptide sequence is GSFIIDGKSRKECPF. The MHC is HLA-DQA10501-DQB10302 with pseudo-sequence HLA-DQA10501-DQB10302. The binding affinity (normalized) is 0.183. (4) The peptide sequence is GELQIVDKIDAADKI. The MHC is DRB3_0202 with pseudo-sequence DRB3_0202. The binding affinity (normalized) is 0.0666.